From a dataset of Reaction yield outcomes from USPTO patents with 853,638 reactions. Predict the reaction yield, written as a fraction of the theoretical maximum amount of product (1.0 means a 100% yield; for example, 0.34 means a 34% yield). (1) The reactants are C(OC([N:8]1[CH2:13][CH2:12][N:11]([C:14]2[CH:15]=[N:16][C:17]([NH:20][C:21]3[N:22]=[CH:23][C:24]4[C:30]([CH3:31])=[C:29]([Br:32])[C:28](=[O:33])[N:27]([CH:34]5[CH2:38][CH2:37][CH2:36][CH2:35]5)[C:25]=4[N:26]=3)=[CH:18][CH:19]=2)[CH2:10][C:9]1([CH3:40])[CH3:39])=O)(C)(C)C.[Cl:41]CCl. The catalyst is Cl. The product is [ClH:41].[Br:32][C:29]1[C:28](=[O:33])[N:27]([CH:34]2[CH2:38][CH2:37][CH2:36][CH2:35]2)[C:25]2[N:26]=[C:21]([NH:20][C:17]3[CH:18]=[CH:19][C:14]([N:11]4[CH2:12][CH2:13][NH:8][C:9]([CH3:40])([CH3:39])[CH2:10]4)=[CH:15][N:16]=3)[N:22]=[CH:23][C:24]=2[C:30]=1[CH3:31]. The yield is 0.714. (2) The reactants are Cl.[Cl:2][C:3]1[CH:4]=[CH:5][C:6]2[CH2:12][CH2:11][C:10]3[CH:13]=[CH:14][CH:15]=[CH:16][C:9]=3[N:8]([CH2:17][CH2:18][CH2:19][NH2:20])[C:7]=2[CH:21]=1.CCN(CC)CC.[Cl:29][C:30]1[CH:35]=[C:34]([Cl:36])[CH:33]=[CH:32][C:31]=1[S:37](Cl)(=[O:39])=[O:38]. The catalyst is CN(C=O)C. The product is [Cl:29][C:30]1[CH:35]=[C:34]([Cl:36])[CH:33]=[CH:32][C:31]=1[S:37]([NH:20][CH2:19][CH2:18][CH2:17][N:8]1[C:9]2[CH:16]=[CH:15][CH:14]=[CH:13][C:10]=2[CH2:11][CH2:12][C:6]2[CH:5]=[CH:4][C:3]([Cl:2])=[CH:21][C:7]1=2)(=[O:39])=[O:38]. The yield is 0.880. (3) The product is [Cl:1][C:2]1[C:3]([CH3:18])=[C:4]([NH:10][C@H:11]([C@@H:15]([OH:17])[CH3:16])[C:12]([NH:28][NH:27][C:25](=[O:26])[C:24]2[CH:23]=[CH:22][C:21]([C:19]#[N:20])=[CH:30][CH:29]=2)=[O:14])[CH:5]=[CH:6][C:7]=1[C:8]#[N:9]. The yield is 0.780. No catalyst specified. The reactants are [Cl:1][C:2]1[C:3]([CH3:18])=[C:4]([NH:10][C@H:11]([C@@H:15]([OH:17])[CH3:16])[C:12]([OH:14])=O)[CH:5]=[CH:6][C:7]=1[C:8]#[N:9].[C:19]([C:21]1[CH:30]=[CH:29][C:24]([C:25]([NH:27][NH2:28])=[O:26])=[CH:23][CH:22]=1)#[N:20]. (4) The reactants are Cl.[C:2]([C:6]1[N:10]([CH2:11][CH:12]2[CH2:17][CH2:16][O:15][CH2:14][CH2:13]2)[C:9]2[CH:18]=[CH:19][C:20]([NH:22][CH2:23][CH3:24])=[CH:21][C:8]=2[N:7]=1)([CH3:5])([CH3:4])[CH3:3].[CH3:25][NH:26][C:27]([NH:29][C:30]1[CH:35]=[CH:34][C:33]([S:36](Cl)(=[O:38])=[O:37])=[CH:32][CH:31]=1)=[O:28]. The catalyst is CN(C1C=CN=CC=1)C.CC#N. The product is [C:2]([C:6]1[N:10]([CH2:11][CH:12]2[CH2:17][CH2:16][O:15][CH2:14][CH2:13]2)[C:9]2[CH:18]=[CH:19][C:20]([N:22]([CH2:23][CH3:24])[S:36]([C:33]3[CH:32]=[CH:31][C:30]([NH:29][C:27]([NH:26][CH3:25])=[O:28])=[CH:35][CH:34]=3)(=[O:38])=[O:37])=[CH:21][C:8]=2[N:7]=1)([CH3:5])([CH3:3])[CH3:4]. The yield is 0.800. (5) The catalyst is CCOC(C)=O. The reactants are [Cl:1][C:2]1[CH:24]=[CH:23][C:5]([CH2:6][C:7]2[N:8]=[C:9]([C:17]3[CH2:18][CH2:19][O:20][CH2:21][CH:22]=3)[S:10][C:11]=2[C:12]([O:14]CC)=[O:13])=[CH:4][CH:3]=1.O1CCCC1.CO.[OH-].[Li+].Cl. The yield is 0.530. The product is [Cl:1][C:2]1[CH:24]=[CH:23][C:5]([CH2:6][C:7]2[N:8]=[C:9]([C:17]3[CH2:18][CH2:19][O:20][CH2:21][CH:22]=3)[S:10][C:11]=2[C:12]([OH:14])=[O:13])=[CH:4][CH:3]=1. (6) The reactants are [CH3:1][O:2][C:3](=[O:29])[C:4]([NH:18]C(OCC1C=CC=CC=1)=O)=[CH:5][C:6]1[CH:7]=[C:8]2[C:12](=[C:13]([CH3:15])[CH:14]=1)[NH:11][CH:10]=[C:9]2[C:16]#[N:17]. The catalyst is CO.[Pd]. The product is [CH3:1][O:2][C:3](=[O:29])[CH:4]([NH2:18])[CH2:5][C:6]1[CH:7]=[C:8]2[C:12](=[C:13]([CH3:15])[CH:14]=1)[NH:11][CH:10]=[C:9]2[C:16]#[N:17]. The yield is 0.900. (7) The reactants are [NH2:1][C:2]1[C:7]2[C:8](=[O:12])[N:9]([CH3:11])[CH2:10][C:6]=2[CH:5]=[CH:4][N:3]=1.ClC1C=CC=C(C(OO)=[O:21])C=1. The catalyst is CC(C)=O. The product is [NH2:1][C:2]1[C:7]2[C:8](=[O:12])[N:9]([CH3:11])[CH2:10][C:6]=2[CH:5]=[CH:4][N+:3]=1[O-:21]. The yield is 0.995.